This data is from Forward reaction prediction with 1.9M reactions from USPTO patents (1976-2016). The task is: Predict the product of the given reaction. (1) Given the reactants C1C=CC(P(C2C=CC=CC=2)C2C=CC=CC=2)=CC=1.[CH3:20][O:21][C:22]1[CH:27]=[CH:26][C:25]([C:28]2[CH:29]=[CH:30][C:31](=[O:38])[N:32]([CH2:34][C:35]([OH:37])=O)[CH:33]=2)=[CH:24][CH:23]=1.[NH2:39][C:40]1[CH:45]=[C:44]([F:46])[CH:43]=[CH:42][C:41]=1O.CCN(CC)CC.C(Cl)(Cl)(Cl)Cl, predict the reaction product. The product is: [F:46][C:44]1[CH:43]=[CH:42][C:41]2[O:37][C:35]([CH2:34][N:32]3[CH:33]=[C:28]([C:25]4[CH:24]=[CH:23][C:22]([O:21][CH3:20])=[CH:27][CH:26]=4)[CH:29]=[CH:30][C:31]3=[O:38])=[N:39][C:40]=2[CH:45]=1. (2) Given the reactants CC1C=N[C:5]2[C:6]3[O:15][C@@H:14]([CH2:16]OS(C4C=CC(Br)=CC=4)(=O)=O)[CH2:13][O:12][C:7]=3[CH:8]=[CH:9][C:10]=2C=1.[NH:28]1[CH2:31][CH:30]([CH2:32][C:33]2[C:41]3[C:36](=[CH:37][CH:38]=[C:39]([CH3:42])[CH:40]=3)[NH:35][CH:34]=2)[CH2:29]1, predict the reaction product. The product is: [CH3:41][C:36]1[CH:37]=[CH:38][C:5]2[C:10](=[CH:9][CH:8]=[C:7]3[O:12][CH2:13][CH:14]([CH2:16][N:28]4[CH2:31][CH:30]([CH2:32][C:33]5[C:41]6[C:36](=[CH:37][CH:38]=[C:39]([CH3:42])[CH:40]=6)[NH:35][CH:34]=5)[CH2:29]4)[O:15][C:6]3=2)[N:35]=1. (3) Given the reactants [F:1][C:2]1[CH:18]=[CH:17][C:5]([CH2:6][NH:7][C:8]([C:10]2([C:13]([F:16])([F:15])[F:14])[CH2:12][CH2:11]2)=[O:9])=[CH:4][C:3]=1[N:19]=[C:20]=S.[Cl:22][C:23]1[C:24]([N:32]2[CH2:37][CH2:36][CH:35]([C:38]([F:41])([F:40])[F:39])[CH2:34][CH2:33]2)=[CH:25][C:26]([NH:30][CH3:31])=[C:27]([CH:29]=1)[NH2:28].CC(C)N=C=NC(C)C, predict the reaction product. The product is: [F:1][C:2]1[CH:18]=[CH:17][C:5]([CH2:6][NH:7][C:8]([C:10]2([C:13]([F:16])([F:15])[F:14])[CH2:12][CH2:11]2)=[O:9])=[CH:4][C:3]=1[NH:19][C:20]1[N:30]([CH3:31])[C:26]2[CH:25]=[C:24]([N:32]3[CH2:37][CH2:36][CH:35]([C:38]([F:40])([F:41])[F:39])[CH2:34][CH2:33]3)[C:23]([Cl:22])=[CH:29][C:27]=2[N:28]=1. (4) The product is: [C:20]([C:16]1[CH:15]=[C:14]([N:12]2[CH:13]=[C:9]([C@:3]3([CH3:26])[C:2]([F:1])([F:27])[CH2:7][O:6][C:5]([NH2:8])=[N:4]3)[CH:10]=[N:11]2)[CH:19]=[CH:18][CH:17]=1)#[CH:21]. Given the reactants [F:1][C:2]1([F:27])[CH2:7][O:6][C:5]([NH2:8])=[N:4][C@:3]1([CH3:26])[C:9]1[CH:10]=[N:11][N:12]([C:14]2[CH:19]=[CH:18][CH:17]=[C:16]([C:20]#[C:21][Si](C)(C)C)[CH:15]=2)[CH:13]=1.C[O-].[Na+].C(=O)=O, predict the reaction product. (5) Given the reactants Cl[C:2]1[C:3]2[S:11][CH:10]=[CH:9][C:4]=2[N:5]=[C:6]([CH3:8])[N:7]=1.C[C:13]1[N:14]=[C:15](O)[C:16]2S[CH:20]=[CH:19][C:17]=2N=1.CN(C)[CH:25]=[O:26].P(Cl)(Cl)(Cl)=O.Cl[CH2:34]CCl, predict the reaction product. The product is: [CH3:25][O:26][C:19]1[CH:20]=[CH:34][C:15]([N:14]([CH3:13])[C:2]2[C:3]3[S:11][CH:10]=[CH:9][C:4]=3[N:5]=[C:6]([CH3:8])[N:7]=2)=[CH:16][CH:17]=1. (6) Given the reactants [Br:1][C:2]1[CH:3]=[CH:4][C:5](F)=[N:6][CH:7]=1.[C:9]([O:13][C:14](=[O:21])[NH:15][C@@H:16]1[CH2:20][CH2:19][NH:18][CH2:17]1)([CH3:12])([CH3:11])[CH3:10], predict the reaction product. The product is: [C:9]([O:13][C:14](=[O:21])[NH:15][C@@H:16]1[CH2:20][CH2:19][N:18]([C:5]2[CH:4]=[CH:3][C:2]([Br:1])=[CH:7][N:6]=2)[CH2:17]1)([CH3:12])([CH3:10])[CH3:11]. (7) Given the reactants [Cl:1][C:2]1[C:7]([NH2:8])=[CH:6][CH:5]=[CH:4][N:3]=1.[N:9]([O-])=O.[Na+].[Sn](Cl)Cl.[OH-].[Na+], predict the reaction product. The product is: [ClH:1].[Cl:1][C:2]1[C:7]([NH:8][NH2:9])=[CH:6][CH:5]=[CH:4][N:3]=1. (8) Given the reactants [C:1]([O:5][C:6]([NH:8][CH2:9][CH2:10]/[CH:11]=[CH:12]/[CH:13]=[CH:14]/[C:15]([O:17]CC)=[O:16])=[O:7])([CH3:4])([CH3:3])[CH3:2].O[Li].O, predict the reaction product. The product is: [C:1]([O:5][C:6]([NH:8][CH2:9][CH2:10]/[CH:11]=[CH:12]/[CH:13]=[CH:14]/[C:15]([OH:17])=[O:16])=[O:7])([CH3:4])([CH3:2])[CH3:3]. (9) Given the reactants [C:1]1(C(O)=O)[C:14]2[C:15]3=[C:16]4[C:11](=[CH:12][CH:13]=2)[CH:10]=[CH:9][CH:8]=[C:7]4[CH:6]=[CH:5][C:4]3=[CH:3][CH:2]=1, predict the reaction product. The product is: [CH:8]1[C:7]2[C:16]3=[C:15]4[C:4](=[CH:5][CH:6]=2)[CH:3]=[CH:2][CH:1]=[C:14]4[CH:13]=[CH:12][C:11]3=[CH:10][CH:9]=1.[C:1]. (10) The product is: [CH:11]1[C:20]2[C:15](=[CH:16][C:17]([C:21]3[S:25][C:24]([O:26][CH2:27][C@@H:28]([NH2:40])[CH2:29][C:30]4[CH:31]=[CH:32][C:33]([C:36]([F:37])([F:39])[F:38])=[CH:34][CH:35]=4)=[N:23][N:22]=3)=[CH:18][CH:19]=2)[CH:14]=[CH:13][N:12]=1. Given the reactants C(O)(C(F)(F)F)=O.C(Cl)Cl.[CH:11]1[C:20]2[C:15](=[CH:16][C:17]([C:21]3[S:25][C:24]([O:26][CH2:27][C@@H:28]([NH:40]C(=O)OC(C)(C)C)[CH2:29][C:30]4[CH:35]=[CH:34][C:33]([C:36]([F:39])([F:38])[F:37])=[CH:32][CH:31]=4)=[N:23][N:22]=3)=[CH:18][CH:19]=2)[CH:14]=[CH:13][N:12]=1, predict the reaction product.